From a dataset of Human Reference Interactome with 51,813 positive PPI pairs across 8,248 proteins, plus equal number of experimentally-validated negative pairs. Binary Classification. Given two protein amino acid sequences, predict whether they physically interact or not. (1) Protein 1 (ENSG00000176692) has sequence MQARYSVSDPNALGVVPYLSEQNYYRAAGSYGGMASPMGVYSGHPEQYSAGMGRSYAPYHHHQPAAPKDLVKPPYSYIALITMAIQNAPEKKITLNGIYQFIMDRFPFYRENKQGWQNSIRHNLSLNECFVKVPRDDKKPGKGSYWTLDPDSYNMFENGSFLRRRRRFKKKDVSKEKEERAHLKEPPPAASKGAPATPHLADAPKEAEKKVVIKSEAASPALPVITKVETLSPESALQGSPRSAASTPAGSPDGSLPEHHAAAPNGLPGFSVENIMTLRTSPPGGELSPGAGRAGLVVPP.... Protein 2 (ENSG00000076924) has sequence MVVMARLSRPERPDLVFEEEDLPYEEEIMRNQFSVKCWLRYIEFKQGAPKPRLNQLYERALKLLPCSYKLWYRYLKARRAQVKHRCVTDPAYEDVNNCHERAFVFMHKMPRLWLDYCQFLMDQGRVTHTRRTFDRALRALPITQHSRIWPLYLRFLRSHPLPETAVRGYRRFLKLSPESAEEYIEYLKSSDRLDEAAQRLATVVNDERFVSKAGKSNYQLWHELCDLISQNPDKVQSLNVDAIIRGGLTRFTDQLGKLWCSLADYYIRSGHFEKARDVYEEAIRTVMTVRDFTQVFDSYA.... Result: 0 (the proteins do not interact). (2) Protein 1 (ENSG00000096872) has sequence MASNHKSSAARPVSRGGVGLTGRPPSGIRPLSGNIRVATAMPPGTARPGSRGCPIGTGGVLSSQIKVAHRPVTQQGLTGMKTGTKGPQRQILDKSYYLGLLRSKISELTTEVNKLQKGIEMYNQENSVYLSYEKRAETLAVEIKELQGQLADYNMLVDKLNTNTEMEEVMNDYNMLKAQNDRETQSLDVIFTERQAKEKQIRSVEEEIEQEKQATDDIIKNMSFENQVKYLEMKTTNEKLLQELDTLQQQLDSQNMKKESLEAEIAHSQVKQEAVLLHEKLYELESHRDQMIAEDKSIGS.... Protein 2 (ENSG00000115289) has sequence MASPQGGQIAIAMRLRNQLQSVYKMDPLRNEEEVRVKIKDLNEHIVCCLCAGYFVDATTITECLHTFCKSCIVKYLQTSKYCPMCNIKIHETQPLLNLKLDRVMQDIVYKLVPGLQDSEEKRIREFYQSRGLDRVTQPTGEEPALSNLGLPFSSFDHSKAHYYRYDEQLNLCLERLSSGKDKNKSVLQNKYVRCSVRAEVRHLRRVLCHRLMLNPQHVQLLFDNEVLPDHMTMKQIWLSRWFGKPSPLLLQYSVKEKRR*. Result: 0 (the proteins do not interact). (3) Protein 2 (ENSG00000165553) has sequence MERPEPELIRQSWRAVSRSPLEHGTVLFARLFALEPDLLPLFQYNCRQFSSPEDCLSSPEFLDHIRKVMLVIDAAVTNVEDLSSLEEYLASLGRKHRAVGVKLSSFSTVGESLLYMLEKCLGPAFTPATRAAWSQLYGAVVQAMSRGWDGE*. Protein 1 (ENSG00000145358) has sequence MVATGSLSSKNPASISELLDCGYHPESLLSDFDYWDYVVPEPNLNEVIFEESTCQNLVKMLENCLSKSKQTKLGCSKVLVPEKLTQRIAQDVLRLSSTEPCGLRGCVMHVNLEIENVCKKLDRIVCDSSVVPTFELTLVFKQENCSWTSFRDFFFSRGRFSSGFRRTLILSSGFRLVKKKLYSLIGTTVIEGS*MVATGSLSSKNPASISELLDCGYHPESLLSDFDYWDYVVPEPNLNEVIFEESTCQNLVKMLENCLSKSKQTKLGCSKVLVPEKLTQRIAQDVLRLSSTEPCGLRGC.... Result: 1 (the proteins interact). (4) Protein 1 (ENSG00000184330) has sequence MSNTQAERSIIGMIDMFHKYTGRDGKIEKPSLLTMMKENFPNFLSACDKKGIHYLATVFEKKDKNEDKKIDFSEFLSLLGDIAADYHKQSHGAAPCSGGSQ*. Protein 2 (ENSG00000185624) has sequence MLRRALLCLAVAALVRADAPEEEDHVLVLRKSNFAEALAAHKYLLVEFYAPWCGHCKALAPEYAKAAGKLKAEGSEIRLAKVDATEESDLAQQYGVRGYPTIKFFRNGDTASPKEYTAGREADDIVNWLKKRTGPAATTLPDGAAAESLVESSEVAVIGFFKDVESDSAKQFLQAAEAIDDIPFGITSNSDVFSKYQLDKDGVVLFKKFDEGRNNFEGEVTKENLLDFIKHNQLPLVIEFTEQTAPKIFGGEIKTHILLFLPKSVSDYDGKLSNFKTAAESFKGKILFIFIDSDHTDNQR.... Result: 0 (the proteins do not interact). (5) Protein 1 (ENSG00000133393) has sequence MATVAELKAVLKDTLEKKGVLGHLKARIRAEVFNALDDDREPRPSLSHENLLINELIREYLEFNKYKYTASVLIAESGQPVVPLDRQFLIHELNAFEESKDNTIPLLYGILAHFLRGTKDGIQNAFLKGPSLQPSDPSLGRQPSRRKPMDDHLRKEEQKSTNIEDLHVSQAVNR*MATVAELKAVLKDTLEKKGVLGHLKARIRAEVFNALDDDREPRPSLSHENLLINELIREYLEFNKYKYTASVLIAAHCILRLLGSSSSPASASRVPGTTESGQPVVPLDRQFLIHELNAFEESKD.... Protein 2 (ENSG00000112343) has sequence MASTTSTKKMMEEATCSICLSLMTNPVSINCGHSYCHLCITDFFKNPSQKQLRQETFCCPQCRAPFHMDSLRPNKQLGSLIEALKETDQEMSCEEHGEQFHLFCEDEGQLICWRCERAPQHKGHTTALVEDVCQGYKEKLQKAVTKLKQLEDRCTEQKLSTAMRITKWKEKVQIQRQKIRSDFKNLQCFLHEEEKSYLWRLEKEEQQTLSRLRDYEAGLGLKSNELKSHILELEEKCQGSAQKLLQNVNDTLSRSWAVKLETSEAVSLELHTMCNVSKLYFDVKKMLRSHQVSVTLDPDT.... Result: 0 (the proteins do not interact). (6) Protein 1 (ENSG00000159069) has sequence MDEGGTPLLPDSLVYQIFLSLGPADVLAAGLVCRQWQAVSRDEFLWREQFYRYYQVARDVPRHPAAMSWYEEFQRLYDTVPCVEVQTLREHTDQVLHLSFSHSGYQFASCSKDCTVKIWSNDLTISLLHSADMRPYNWSYTQFSQFNKDDSLLLASGVFLGPHNSSSGEIAVISLDSFALLSRVRNKPYDVFGCWLTETSLISGNLHRIGDITSCSVLWLNNAFQDVESENVNVVKRLFKIQNLNASTVRTVMVADCSRFDSPDLLLEAGDPATSPCRIFDLGSDNEEVVAGPAPAHAKE.... Protein 2 (ENSG00000163520) has sequence MVLLWEPAGAWLALGLALALGPSVAAAAPRQDCTGVECPPLENCIEEALEPGACCATCVQQGCACEGYQYYDCLQGGFVRGRVPAGQSYFVDFGSTECSCPPGGGKISCQFMLCPELPPNCIEAVVVADSCPQCGQVGCVHAGHKYAAGHTVHLPPCRACHCPDAGGELICYQLPGCHGNFSDAEEGDPERHYEDPYSYDQEVAEVEAATALGGEVQAGAVQAGAGGPPAALGGGSQPLSTIQAPPWPAVLPRPTAAAALGPPAPVQAKARRVTEDSEEEEEEEEEREEMAVTEQLAAGG.... Result: 1 (the proteins interact). (7) Result: 0 (the proteins do not interact). Protein 2 (ENSG00000110680) has sequence MGFQKFSPFLALSILVLLQAGSLHAAPFRSALESSPADPATLSEDEARLLLAALVQDYVQMKASELEQEQEREGSSLDSPRSKRCGNLSTCMLGTYTQDFNKFHTFPQTAIGVGAPGKKRDMSSDLERDHRPHVSMPQNAN*MGFQKFSPFLALSILVLLQAGSLHAAPFRSALESSPADPATLSEDEARLLLAALVQDYVQMKASELEQEQEREGSRIIAQKRACDTATCVTHRLAGLLSRSGGVVKNNFVPTNVGSKAFGRRRRDLQA*MGFQKFSPFLALSILVLLQAGSLHAAPFR.... Protein 1 (ENSG00000197140) has sequence MFRLWLLLAGLCGLLASRPGFQNSLLQIVIPEKIQTNTNDSSEIEYEQISYIIPIDEKLYTVHLKQRYFLADNFMIYLYNQGSMNTYSSDIQTQCYYQGNIEGYPDSMVTLSTCSGLRGILQFENVSYGIEPLESAVEFQHVLYKLKNEDNDIAIFIDRSLKEQPMDDNIFISEKSEPAVPDLFPLYLEMHIVVDKTLYDYWGSDSMIVTNKVIEIVGLANSMFTQFKVTIVLSSLELWSDENKISTVGEADELLQKFLEWKQSYLNLRPHDIAYLLIYMDYPRYLGAVFPGTMCITRYS....